From a dataset of Catalyst prediction with 721,799 reactions and 888 catalyst types from USPTO. Predict which catalyst facilitates the given reaction. (1) Reactant: [CH3:1][C:2]1[CH:3]=[C:4]([O:15][C:16]2[C:25]3[C:20](=[CH:21][C:22]([OH:28])=[C:23]([O:26][CH3:27])[CH:24]=3)[N:19]=[CH:18][CH:17]=2)[C:5]([C:9]2[CH:14]=[CH:13][CH:12]=[CH:11][N:10]=2)=[N:6][C:7]=1[CH3:8].C1(P(C2C=CC=CC=2)C2C=CC=CC=2)C=CC=CC=1.CC1(C)[O:54][CH2:53][CH:52]([CH2:55]O)[CH2:51][O:50]1.CCOC(/N=N/C(OCC)=O)=O.S(=O)(=O)(O)O.[OH-].[Na+]. Product: [CH3:1][C:2]1[CH:3]=[C:4]([O:15][C:16]2[C:25]3[C:20](=[CH:21][C:22]([O:28][CH2:55][CH:52]([CH2:53][OH:54])[CH2:51][OH:50])=[C:23]([O:26][CH3:27])[CH:24]=3)[N:19]=[CH:18][CH:17]=2)[C:5]([C:9]2[CH:14]=[CH:13][CH:12]=[CH:11][N:10]=2)=[N:6][C:7]=1[CH3:8]. The catalyst class is: 30. (2) Reactant: [CH2:1]([O:3][C:4](=[O:7])[CH:5]=[CH2:6])[CH3:2].[C:8]([OH:13])(=[O:12])[C:9]([CH3:11])=[CH2:10].C(OCCCCOC(=O)C=C)(=O)C=C.C(OS([O-])(=O)=O)CCCCCCCCCCC.[Na+].OP([O-])([O-])=O.[K+].[K+].S(OOS([O-])(=O)=O)([O-])(=O)=O.[NH4+].[NH4+]. Product: [CH2:1]([O:3][C:4](=[O:7])[CH:5]=[CH2:6])[CH3:2].[C:8]([OH:13])(=[O:12])[C:9]([CH3:11])=[CH2:10]. The catalyst class is: 6. (3) Reactant: Cl[C:2]1[C:11]([N:12]([CH3:16])[CH:13]([CH3:15])[CH3:14])=[N:10][C:9]2[C:4](=[CH:5][CH:6]=[C:7]([C:17]([O:19][CH3:20])=[O:18])[CH:8]=2)[N:3]=1.CC1(C)C(C)(C)OB([C:29]2[O:30][CH:31]=[CH:32][C:33]=2[C:34]2[CH:39]=[CH:38][CH:37]=[CH:36][CH:35]=2)O1.[O-]P([O-])([O-])=O.[K+].[K+].[K+]. Product: [CH3:16][N:12]([CH:13]([CH3:15])[CH3:14])[C:11]1[C:2]([C:29]2[O:30][CH:31]=[CH:32][C:33]=2[C:34]2[CH:39]=[CH:38][CH:37]=[CH:36][CH:35]=2)=[N:3][C:4]2[C:9]([N:10]=1)=[CH:8][C:7]([C:17]([O:19][CH3:20])=[O:18])=[CH:6][CH:5]=2. The catalyst class is: 70. (4) Reactant: [CH3:1][O:2][C:3](=[O:20])[C:4]1[CH:9]=[C:8]([Br:10])[C:7]([O:11][CH2:12][C:13]2[CH:18]=[CH:17][CH:16]=[CH:15][CH:14]=2)=[CH:6][C:5]=1[OH:19].[CH3:21]C(C)([O-])C.[K+].IC. Product: [CH3:1][O:2][C:3](=[O:20])[C:4]1[CH:9]=[C:8]([Br:10])[C:7]([O:11][CH2:12][C:13]2[CH:14]=[CH:15][CH:16]=[CH:17][CH:18]=2)=[CH:6][C:5]=1[O:19][CH3:21]. The catalyst class is: 7. (5) Reactant: [OH:1][C:2]1[CH:7]=[CH:6][C:5]([CH2:8][C:9]([OH:11])=[O:10])=[CH:4][CH:3]=1.C(=O)([O-])[O-].[Cs+].[Cs+].[Br:18][CH2:19][CH2:20]Br.[CH2:22](OCC)C. Product: [Br:18][CH2:19][CH2:20][O:1][C:2]1[CH:3]=[CH:4][C:5]([CH2:8][C:9]([O:11][CH3:22])=[O:10])=[CH:6][CH:7]=1. The catalyst class is: 10.